Dataset: Full USPTO retrosynthesis dataset with 1.9M reactions from patents (1976-2016). Task: Predict the reactants needed to synthesize the given product. (1) Given the product [CH2:10]([C:12]1[CH:17]=[CH:16][C:15]([N:1]2[CH:5]=[CH:4][CH:3]=[C:2]2[CH2:6][O:8][C:9]2[CH:25]=[CH:24][C:23]([CH2:30][CH2:31][C:32]([OH:34])=[O:33])=[C:22]([CH3:21])[C:27]=2[CH3:26])=[CH:14][CH:13]=1)[CH3:11], predict the reactants needed to synthesize it. The reactants are: [NH:1]1[CH:5]=[CH:4][CH:3]=[C:2]1[C:6]([O:8][CH3:9])=O.[CH2:10]([C:12]1[CH:17]=[CH:16][C:15](B(O)O)=[CH:14][CH:13]=1)[CH3:11].[CH3:21][C:22]1[C:27](C)=[C:26](O)[CH:25]=[CH:24][C:23]=1[CH2:30][CH2:31][C:32]([O:34]CC)=[O:33]. (2) Given the product [Cl:20][C:21]1[C:26]([Cl:27])=[CH:25][CH:24]=[CH:23][C:22]=1[N:28]1[CH2:34][CH2:33][CH2:32][N:31]([CH2:35][CH2:36][CH2:37][CH2:38][O:39][C:40]2[CH:49]=[C:48]3[C:43]([CH:44]=[CH:45][C:46](=[O:50])[NH:47]3)=[CH:42][CH:41]=2)[CH2:30][CH2:29]1, predict the reactants needed to synthesize it. The reactants are: BrCCCCOC1C=C2C(C=CC(=O)N2)=CC=1.[Na+].[I-].[Cl:20][C:21]1[C:26]([Cl:27])=[CH:25][CH:24]=[CH:23][C:22]=1[N:28]1[CH2:34][CH2:33][CH2:32][N:31]([CH2:35][CH2:36][CH2:37][CH2:38][O:39][C:40]2[CH:49]=[C:48]3[C:43]([CH2:44][CH2:45][C:46](=[O:50])[NH:47]3)=[CH:42][CH:41]=2)[CH2:30][CH2:29]1.C([O-])([O-])=O.[K+].[K+]. (3) Given the product [CH3:18][O:17][C:16]1[CH:15]=[C:14]2[C:5](=[CH:4][C:3]=1[O:2][CH3:1])[CH:6]=[N:7][C:8]1[C:31]3[CH:30]=[C:26]4[O:27][CH2:28][O:29][C:25]4=[C:24]([CH2:32][N:33]([CH3:34])[CH3:35])[C:23]=3[CH2:22][C:9]2=1, predict the reactants needed to synthesize it. The reactants are: [CH3:1][O:2][C:3]1[CH:4]=[C:5]([CH:14]=[CH:15][C:16]=1[O:17][CH3:18])[CH2:6][NH:7][CH2:8][CH:9](OC)OC.CO/N=[CH:22]/[C:23]1[CH:31]=[CH:30][C:26]2[O:27][CH2:28][O:29][C:25]=2[C:24]=1[CH2:32][N:33]([CH3:35])[CH3:34].Cl.[NH4+].[OH-]. (4) Given the product [ClH:31].[O:1]=[C:2]1[CH:11]=[N:10][C:9]2[C:4](=[CH:5][CH:6]=[CH:7][CH:8]=2)[N:3]1[CH2:12][CH2:13][N:14]1[CH2:19][CH2:18][CH:17]([NH:20][CH2:21][C:22]([NH:24][C:25]2[CH:30]=[CH:29][CH:28]=[CH:27][N:26]=2)=[O:23])[CH2:16][CH2:15]1, predict the reactants needed to synthesize it. The reactants are: [O:1]=[C:2]1[CH:11]=[N:10][C:9]2[C:4](=[CH:5][CH:6]=[CH:7][CH:8]=2)[N:3]1[CH2:12][CH2:13][N:14]1[CH2:19][CH2:18][CH:17]([NH:20][CH2:21][C:22]([NH:24][C:25]2[CH:30]=[CH:29][CH:28]=[CH:27][N:26]=2)=[O:23])[CH2:16][CH2:15]1.[ClH:31].C(OCC)(=O)C.